This data is from Ames mutagenicity test results for genotoxicity prediction. The task is: Regression/Classification. Given a drug SMILES string, predict its toxicity properties. Task type varies by dataset: regression for continuous values (e.g., LD50, hERG inhibition percentage) or binary classification for toxic/non-toxic outcomes (e.g., AMES mutagenicity, cardiotoxicity, hepatotoxicity). Dataset: ames. (1) The compound is CCCCN(CCC(=O)O)N=O. The result is 1 (mutagenic). (2) The molecule is COc1cccc2c1C(=O)c1c(O)c3c(c(O)c1C2=O)CC(O)(C(=O)CO)CC3OC1CC(N)CC(C)O1. The result is 1 (mutagenic).